Dataset: Forward reaction prediction with 1.9M reactions from USPTO patents (1976-2016). Task: Predict the product of the given reaction. (1) Given the reactants [CH3:1][O:2][C:3](=[O:26])[CH2:4][C@H:5]1[C:9]2[CH:10]=[CH:11][C:12]([O:14][C@H:15]3[C:23]4[C:18](=[C:19]([OH:25])[CH:20]=[CH:21][C:22]=4[F:24])[CH2:17][CH2:16]3)=[CH:13][C:8]=2[O:7][CH2:6]1.[Br:27][C:28]1[CH:33]=[C:32](F)[CH:31]=[CH:30][N:29]=1.C(=O)([O-])[O-].[Cs+].[Cs+], predict the reaction product. The product is: [CH3:1][O:2][C:3](=[O:26])[CH2:4][C@H:5]1[C:9]2[CH:10]=[CH:11][C:12]([O:14][C@H:15]3[C:23]4[C:18](=[C:19]([O:25][C:32]5[CH:31]=[CH:30][N:29]=[C:28]([Br:27])[CH:33]=5)[CH:20]=[CH:21][C:22]=4[F:24])[CH2:17][CH2:16]3)=[CH:13][C:8]=2[O:7][CH2:6]1. (2) Given the reactants [CH3:1][C:2]12[C:13](=[O:14])[N:12]([CH3:15])[CH:7]([C:8](=[O:11])[N:9]1[CH3:10])[S:6]SS[S:3]2.[BH4-].[Na+], predict the reaction product. The product is: [SH:3][C:2]1([CH3:1])[N:9]([CH3:10])[C:8](=[O:11])[CH:7]([SH:6])[N:12]([CH3:15])[C:13]1=[O:14]. (3) Given the reactants [O:1]=[C:2]1[C:11]2[C:6](=[CH:7][CH:8]=[CH:9][CH:10]=2)[CH:5]=[C:4]([C:12]([OH:14])=[O:13])[NH:3]1.S(=O)(=O)(O)O.[CH3:20]O, predict the reaction product. The product is: [O:1]=[C:2]1[C:11]2[C:6](=[CH:7][CH:8]=[CH:9][CH:10]=2)[CH:5]=[C:4]([C:12]([O:14][CH3:20])=[O:13])[NH:3]1.